This data is from Catalyst prediction with 721,799 reactions and 888 catalyst types from USPTO. The task is: Predict which catalyst facilitates the given reaction. (1) Reactant: O[C:2]1([CH3:14])[O:6][C:5](=[O:7])[CH:4]=[C:3]1[C:8]1[CH:13]=[CH:12][CH:11]=[CH:10][CH:9]=1.[NH2:15][C:16]1[CH:21]=[CH:20][CH:19]=[CH:18][CH:17]=1.C(OCC)(=O)C. Product: [OH:6][C:2]1([CH3:14])[N:15]([C:16]2[CH:21]=[CH:20][CH:19]=[CH:18][CH:17]=2)[C:5](=[O:7])[CH:4]=[C:3]1[C:8]1[CH:13]=[CH:12][CH:11]=[CH:10][CH:9]=1. The catalyst class is: 11. (2) The catalyst class is: 21. Product: [Si:1]([O:8][CH2:9][C:10]1[N:15]=[CH:14][C:13]([NH:16][C:23](=[O:31])[O:24][C:25]2[CH:30]=[CH:29][CH:28]=[CH:27][CH:26]=2)=[CH:12][CH:11]=1)([C:4]([CH3:7])([CH3:6])[CH3:5])([CH3:3])[CH3:2]. Reactant: [Si:1]([O:8][CH2:9][C:10]1[N:15]=[CH:14][C:13]([NH2:16])=[CH:12][CH:11]=1)([C:4]([CH3:7])([CH3:6])[CH3:5])([CH3:3])[CH3:2].N1C=CC=CC=1.[C:23](Cl)(=[O:31])[O:24][C:25]1[CH:30]=[CH:29][CH:28]=[CH:27][CH:26]=1. (3) Reactant: [Cl:1][C:2]1[N:7]=[CH:6][C:5]2[C:8]([C:14]([OH:16])=O)=[CH:9][N:10]([CH:11]([CH3:13])[CH3:12])[C:4]=2[CH:3]=1.CCN(C(C)C)C(C)C.CN(C(ON1N=NC2C=CC=CC1=2)=[N+](C)C)C.F[P-](F)(F)(F)(F)F.[C:50]([NH:53][NH2:54])(=[O:52])[CH3:51]. Product: [C:50]([NH:53][NH:54][C:14]([C:8]1[C:5]2[CH:6]=[N:7][C:2]([Cl:1])=[CH:3][C:4]=2[N:10]([CH:11]([CH3:12])[CH3:13])[CH:9]=1)=[O:16])(=[O:52])[CH3:51]. The catalyst class is: 163. (4) Reactant: [OH:1][C:2]1[C:7]([O:8][CH3:9])=[CH:6][C:5]([CH3:10])=[CH:4][C:3]=1[C:11]1[C:20]2[C:15](=[CH:16][CH:17]=[CH:18][CH:19]=2)[CH:14]=[CH:13][C:12]=1[OH:21].C(N(CC)CC)C.[C:29]1([C:35]2[CH:44]=[CH:43][CH:42]=[C:41]([C:45]3[CH:50]=[CH:49][CH:48]=[CH:47][CH:46]=3)[C:36]=2[O:37][P:38](Cl)Cl)[CH:34]=[CH:33][CH:32]=[CH:31][CH:30]=1. Product: [C:45]1([C:41]2[CH:42]=[CH:43][CH:44]=[C:35]([C:29]3[CH:30]=[CH:31][CH:32]=[CH:33][CH:34]=3)[C:36]=2[O:37][P:38]2[O:1][C:2]3[C:7]([O:8][CH3:9])=[CH:6][C:5]([CH3:10])=[CH:4][C:3]=3[C:11]3[C:20]4[C:15]([CH:14]=[CH:13][C:12]=3[O:21]2)=[CH:16][CH:17]=[CH:18][CH:19]=4)[CH:46]=[CH:47][CH:48]=[CH:49][CH:50]=1. The catalyst class is: 11. (5) Reactant: [CH2:1]([O:8][C:9]1[CH:14]=[CH:13][N:12]([CH2:15][C:16](=[O:34])[C:17]2[CH:33]=[CH:32][C:20]3[CH2:21][CH2:22][N:23](C(=O)C(F)(F)F)[CH2:24][CH2:25][C:19]=3[CH:18]=2)[C:11](=[O:35])[CH:10]=1)[C:2]1[CH:7]=[CH:6][CH:5]=[CH:4][CH:3]=1.[OH-].[Na+]. Product: [CH2:1]([O:8][C:9]1[CH:14]=[CH:13][N:12]([CH2:15][C:16](=[O:34])[C:17]2[CH:33]=[CH:32][C:20]3[CH2:21][CH2:22][NH:23][CH2:24][CH2:25][C:19]=3[CH:18]=2)[C:11](=[O:35])[CH:10]=1)[C:2]1[CH:7]=[CH:6][CH:5]=[CH:4][CH:3]=1. The catalyst class is: 5.